Task: Predict the reactants needed to synthesize the given product.. Dataset: Full USPTO retrosynthesis dataset with 1.9M reactions from patents (1976-2016) (1) Given the product [O:19]=[S:18]1(=[O:20])[CH2:17][CH2:16][CH2:15][N:1]1[CH2:2][CH2:3][C:4]1[CH:13]=[CH:12][C:7]([C:8]([O:10][CH3:11])=[O:9])=[CH:6][CH:5]=1, predict the reactants needed to synthesize it. The reactants are: [NH2:1][CH2:2][CH2:3][C:4]1[CH:13]=[CH:12][C:7]([C:8]([O:10][CH3:11])=[O:9])=[CH:6][CH:5]=1.Cl[CH2:15][CH2:16][CH2:17][S:18](Cl)(=[O:20])=[O:19]. (2) Given the product [OH:8][C:9]1[C:14]([C:15]2[O:19][N:18]=[C:17]([C:20]3[CH:29]=[CH:28][C:23]([C:24]([O:26][CH2:39][CH3:40])=[O:25])=[CH:22][CH:21]=3)[CH:16]=2)=[CH:13][N:12]=[C:11]([C:30]2[CH:35]=[CH:34][CH:33]=[CH:32][N:31]=2)[N:10]=1, predict the reactants needed to synthesize it. The reactants are: COC1C=CC(C[O:8][C:9]2[C:14]([C:15]3[O:19][N:18]=[C:17]([C:20]4[CH:29]=[CH:28][C:23]([C:24]([O:26]C)=[O:25])=[CH:22][CH:21]=4)[CH:16]=3)=[CH:13][N:12]=[C:11]([C:30]3[CH:35]=[CH:34][CH:33]=[CH:32][N:31]=3)[N:10]=2)=CC=1.F[C:39](F)(F)[C:40](O)=O. (3) Given the product [NH2:7][CH:8]([CH3:9])[C:10]([NH:11][CH:12]([C:16]([N:18]1[CH2:22][CH2:21][CH2:20][CH:19]1[CH2:23][C:24]1[C:28]2[CH:29]=[C:30]([OH:33])[CH:31]=[CH:32][C:27]=2[O:26][CH:25]=1)=[O:17])[CH:13]([CH3:15])[CH3:14])=[O:34], predict the reactants needed to synthesize it. The reactants are: C(OC(=O)[NH:7][CH:8]([C:10](=[O:34])[NH:11][CH:12]([C:16]([N:18]1[CH2:22][CH2:21][CH2:20][CH:19]1[CH2:23][C:24]1[C:28]2[CH:29]=[C:30]([OH:33])[CH:31]=[CH:32][C:27]=2[O:26][CH:25]=1)=[O:17])[CH:13]([CH3:15])[CH3:14])[CH3:9])(C)(C)C.C(O)(C(F)(F)F)=O. (4) Given the product [CH:36]([O:54][C:14]1[CH:15]=[C:16]([C:19]([N:21]2[CH2:25][CH2:24][CH:23]([C:26]3[CH:27]=[N:28][CH:29]=[CH:30][CH:31]=3)[CH2:22]2)=[O:20])[CH:17]=[CH:18][C:13]=1[C:5]1[CH:4]=[C:3]([C:2]([F:1])([F:32])[F:33])[CH:8]=[C:7]([C:9]([F:10])([F:11])[F:12])[CH:6]=1)([CH3:37])[CH3:35], predict the reactants needed to synthesize it. The reactants are: [F:1][C:2]([F:33])([F:32])[C:3]1[CH:4]=[C:5]([C:13]2[CH:18]=[CH:17][C:16]([C:19]([N:21]3[CH2:25][CH2:24][CH:23]([C:26]4[CH:27]=[N:28][CH:29]=[CH:30][CH:31]=4)[CH2:22]3)=[O:20])=[CH:15][CH:14]=2)[CH:6]=[C:7]([C:9]([F:12])([F:11])[F:10])[CH:8]=1.Br[C:35]1C=CC(C(N2CCC(C3C=NC=CC=3)C2)=O)=[CH:37][C:36]=1[O:54]C(C)C. (5) Given the product [CH:14]1([N:11]2[CH:12]=[CH:13][C:8]([C:33]3[CH:34]=[CH:35][C:30]([C@@H:28]([N:24]4[CH2:23][CH2:22][C@:21]([CH2:20][C:19]([OH:18])([CH3:53])[CH3:52])([C:46]5[CH:51]=[CH:50][CH:49]=[CH:48][CH:47]=5)[O:26][C:25]4=[O:27])[CH3:29])=[C:31]([CH3:45])[CH:32]=3)=[CH:9][C:10]2=[O:17])[CH2:16][CH2:15]1, predict the reactants needed to synthesize it. The reactants are: C([O-])([O-])=O.[Na+].[Na+].Br[C:8]1[CH:13]=[CH:12][N:11]([CH:14]2[CH2:16][CH2:15]2)[C:10](=[O:17])[CH:9]=1.[OH:18][C:19]([CH3:53])([CH3:52])[CH2:20][C@@:21]1([C:46]2[CH:51]=[CH:50][CH:49]=[CH:48][CH:47]=2)[O:26][C:25](=[O:27])[N:24]([C@H:28]([C:30]2[CH:35]=[CH:34][C:33](B3OC(C)(C)C(C)(C)O3)=[CH:32][C:31]=2[CH3:45])[CH3:29])[CH2:23][CH2:22]1. (6) Given the product [Cl:1][C:2]1[CH:3]=[C:4]2[C:8](=[CH:9][CH:10]=1)[N:7]([S:11]([C:14]1[CH:19]=[CH:18][CH:17]=[CH:16][CH:15]=1)(=[O:12])=[O:13])[C:6]([C:20]([O:22][CH2:23][CH3:24])=[O:21])=[C:5]2[S:25]([N:28]1[CH2:33][CH2:32][O:31][C@H:30]([CH2:34][O:35][C:36]2[CH:41]=[CH:40][CH:39]=[CH:38][CH:37]=2)[CH2:29]1)(=[O:27])=[O:26], predict the reactants needed to synthesize it. The reactants are: [Cl:1][C:2]1[CH:3]=[C:4]2[C:8](=[CH:9][CH:10]=1)[N:7]([S:11]([C:14]1[CH:19]=[CH:18][CH:17]=[CH:16][CH:15]=1)(=[O:13])=[O:12])[C:6]([C:20]([O:22][CH2:23][CH3:24])=[O:21])=[C:5]2[S:25]([N:28]1[CH2:33][CH2:32][O:31][CH:30]([CH2:34][O:35][C:36]2[CH:41]=[CH:40][CH:39]=[CH:38][CH:37]=2)[CH2:29]1)(=[O:27])=[O:26].ClC1C=C2C(=CC=1)NC(C(N)=O)=C2S(N1CCO[C@H](COC2C=CC=CC=2)C1)(=O)=O.O(C[C@H]1OCCNC1)C1C=CC=CC=1. (7) Given the product [Cl:1][C:2]1[CH:3]=[C:4]([C:9]2([C:33]([F:35])([F:34])[F:36])[O:13][N:12]=[C:11]([C:14]3[C:23]4[C:18](=[CH:19][CH:20]=[CH:21][CH:22]=4)[C:17]([CH:24]=[O:25])=[CH:16][CH:15]=3)[CH2:10]2)[CH:5]=[C:6]([Cl:8])[CH:7]=1, predict the reactants needed to synthesize it. The reactants are: [Cl:1][C:2]1[CH:3]=[C:4]([C:9]2([C:33]([F:36])([F:35])[F:34])[O:13][N:12]=[C:11]([C:14]3[C:23]4[C:18](=[CH:19][CH:20]=[CH:21][CH:22]=4)[C:17]([C:24](OC4C=CC=CN=4)=[O:25])=[CH:16][CH:15]=3)[CH2:10]2)[CH:5]=[C:6]([Cl:8])[CH:7]=1.C1(P(C2C=CC=CC=2)C2C=CC=CC=2)C=CC=CC=1.C([SiH](CC)CC)C.